From a dataset of Forward reaction prediction with 1.9M reactions from USPTO patents (1976-2016). Predict the product of the given reaction. (1) Given the reactants [C:1]([N:4]1[C:13]2[C:8](=[CH:9][C:10]([N:14]3[CH2:19][CH2:18][N:17](C(OC(C)(C)C)=O)[CH2:16][CH2:15]3)=[CH:11][CH:12]=2)[C@H:7]([NH:27][C:28]2[N:33]=[C:32]([CH3:34])[CH:31]=[CH:30][N:29]=2)[C@@H:6]([CH3:35])[C@@H:5]1[CH3:36])(=[O:3])[CH3:2].C(O)(C(F)(F)F)=O, predict the reaction product. The product is: [CH3:36][C@H:5]1[C@H:6]([CH3:35])[C@@H:7]([NH:27][C:28]2[N:33]=[C:32]([CH3:34])[CH:31]=[CH:30][N:29]=2)[C:8]2[C:13](=[CH:12][CH:11]=[C:10]([N:14]3[CH2:15][CH2:16][NH:17][CH2:18][CH2:19]3)[CH:9]=2)[N:4]1[C:1](=[O:3])[CH3:2]. (2) The product is: [N:36]([CH2:17][CH2:16][O:15][C:13]1[CH:12]=[C:11]([F:19])[CH:10]=[C:9]2[C:14]=1[N:6]([CH2:5][C:4]1[CH:33]=[CH:34][CH:35]=[C:2]([Cl:1])[CH:3]=1)[N:7]=[C:8]2[S:20]([C:23]1[C:32]2[C:27](=[CH:28][CH:29]=[CH:30][CH:31]=2)[CH:26]=[CH:25][CH:24]=1)(=[O:21])=[O:22])=[N+:37]=[N-:38]. Given the reactants [Cl:1][C:2]1[CH:3]=[C:4]([CH:33]=[CH:34][CH:35]=1)[CH2:5][N:6]1[C:14]2[C:9](=[CH:10][C:11]([F:19])=[CH:12][C:13]=2[O:15][CH2:16][CH2:17]Cl)[C:8]([S:20]([C:23]2[C:32]3[C:27](=[CH:28][CH:29]=[CH:30][CH:31]=3)[CH:26]=[CH:25][CH:24]=2)(=[O:22])=[O:21])=[N:7]1.[N-:36]=[N+:37]=[N-:38].[Na+], predict the reaction product.